This data is from Full USPTO retrosynthesis dataset with 1.9M reactions from patents (1976-2016). The task is: Predict the reactants needed to synthesize the given product. Given the product [Br:11][C:12]1[CH:13]=[CH:14][C:15]([CH2:25][CH3:26])=[C:16]([CH:18]2[C:22](=[O:23])[CH:21]3[CH:20]([C:2]4([CH3:1])[O:3][C:4]3([CH3:7])[CH:5]=[CH:6]4)[C:19]2=[O:24])[CH:17]=1, predict the reactants needed to synthesize it. The reactants are: [CH3:1][C:2]1[O:3][C:4]([CH3:7])=[CH:5][CH:6]=1.[I-].[Mg+2].[I-].[Br:11][C:12]1[CH:13]=[CH:14][C:15]([CH2:25][CH3:26])=[C:16]([CH:18]2[C:22](=[O:23])[CH:21]=[CH:20][C:19]2=[O:24])[CH:17]=1.